The task is: Regression. Given two drug SMILES strings and cell line genomic features, predict the synergy score measuring deviation from expected non-interaction effect.. This data is from NCI-60 drug combinations with 297,098 pairs across 59 cell lines. (1) Drug 2: CN1C(=O)N2C=NC(=C2N=N1)C(=O)N. Synergy scores: CSS=4.60, Synergy_ZIP=4.12, Synergy_Bliss=5.23, Synergy_Loewe=3.47, Synergy_HSA=2.25. Cell line: NCI-H460. Drug 1: CC1=C(C=C(C=C1)NC2=NC=CC(=N2)N(C)C3=CC4=NN(C(=C4C=C3)C)C)S(=O)(=O)N.Cl. (2) Drug 1: C1=CN(C=N1)CC(O)(P(=O)(O)O)P(=O)(O)O. Drug 2: C(CN)CNCCSP(=O)(O)O. Cell line: HS 578T. Synergy scores: CSS=-3.86, Synergy_ZIP=2.66, Synergy_Bliss=0.789, Synergy_Loewe=-1.39, Synergy_HSA=-4.26.